This data is from Forward reaction prediction with 1.9M reactions from USPTO patents (1976-2016). The task is: Predict the product of the given reaction. (1) Given the reactants [CH3:1][S:2]([C:5]1[CH:6]=[C:7]([N:13]2[CH2:18][CH2:17][NH:16][CH2:15][CH2:14]2)[CH:8]=[CH:9][C:10]=1[O:11][CH3:12])(=[O:4])=[O:3].[CH:19](Br)([CH3:21])[CH3:20], predict the reaction product. The product is: [CH:19]([N:16]1[CH2:15][CH2:14][N:13]([C:7]2[CH:8]=[CH:9][C:10]([O:11][CH3:12])=[C:5]([S:2]([CH3:1])(=[O:3])=[O:4])[CH:6]=2)[CH2:18][CH2:17]1)([CH3:21])[CH3:20]. (2) Given the reactants [Cl:1][C:2]1[CH:7]=[C:6]([O:8][CH3:9])[CH:5]=[CH:4][C:3]=1[CH2:10][C:11]([C:13]1[CH:14]=[CH:15][C:16]2[O:21][CH2:20][C:19](=[O:22])[N:18]([CH2:23][CH3:24])[C:17]=2[CH:25]=1)=[O:12].[CH3:26]I, predict the reaction product. The product is: [Cl:1][C:2]1[CH:7]=[C:6]([O:8][CH3:9])[CH:5]=[CH:4][C:3]=1[CH:10]([CH3:26])[C:11]([C:13]1[CH:14]=[CH:15][C:16]2[O:21][CH2:20][C:19](=[O:22])[N:18]([CH2:23][CH3:24])[C:17]=2[CH:25]=1)=[O:12].